From a dataset of Reaction yield outcomes from USPTO patents with 853,638 reactions. Predict the reaction yield, written as a fraction of the theoretical maximum amount of product (1.0 means a 100% yield; for example, 0.34 means a 34% yield). (1) The reactants are [CH:1]1([C:6]2[C:7](=O)[C:8](=[CH:14]O)[CH2:9][CH2:10][C:11]=2[O:12][CH3:13])[CH2:5][CH2:4][CH2:3][CH2:2]1.[C:17]([O:21][C:22]([N:24]1[CH2:29][CH2:28][N:27]([C:30]2[CH:31]=[N:32][C:33]([NH:36][C:37]([NH2:39])=[NH:38])=[CH:34][CH:35]=2)[CH2:26][CH2:25]1)=[O:23])([CH3:20])([CH3:19])[CH3:18].C([O-])([O-])=O.[K+].[K+]. The catalyst is CN(C=O)C. The product is [C:17]([O:21][C:22]([N:24]1[CH2:25][CH2:26][N:27]([C:30]2[CH:31]=[N:32][C:33]([NH:36][C:37]3[N:39]=[CH:14][C:8]4[CH2:9][CH2:10][C:11]([O:12][CH3:13])=[C:6]([CH:1]5[CH2:2][CH2:3][CH2:4][CH2:5]5)[C:7]=4[N:38]=3)=[CH:34][CH:35]=2)[CH2:28][CH2:29]1)=[O:23])([CH3:20])([CH3:18])[CH3:19]. The yield is 0.200. (2) The reactants are [NH2:1][C:2]1[CH:3]=[N:4][CH:5]=[CH:6][C:7]=1[C:8]([OH:10])=[O:9].S(=O)(=O)(O)O.[NH4+].[OH-].[CH2:18](O)[CH3:19]. No catalyst specified. The product is [NH2:1][C:2]1[CH:3]=[N:4][CH:5]=[CH:6][C:7]=1[C:8]([O:10][CH2:18][CH3:19])=[O:9]. The yield is 0.870. (3) No catalyst specified. The reactants are [N:1]1([CH:10]([C:19]2[CH:24]=[CH:23][CH:22]=[CH:21][CH:20]=2)C(C2C=CC=CC=2)=O)[C:5]2[CH:6]=[CH:7][CH:8]=[CH:9][C:4]=2N=N1.[CH:25]([NH2:27])=O. The product is [C:19]1([C:10]2[N:27]=[C:25]([C:4]3[CH:9]=[CH:8][CH:7]=[CH:6][CH:5]=3)[C:4]3[C:5](=[CH:6][CH:7]=[CH:8][CH:9]=3)[N:1]=2)[CH:20]=[CH:21][CH:22]=[CH:23][CH:24]=1. The yield is 0.500.